From a dataset of Experimentally validated miRNA-target interactions with 360,000+ pairs, plus equal number of negative samples. Binary Classification. Given a miRNA mature sequence and a target amino acid sequence, predict their likelihood of interaction. (1) The miRNA is hsa-miR-6867-5p with sequence UGUGUGUGUAGAGGAAGAAGGGA. The protein sequence of the target gene is MGLQARRWASGSRGAAGPRRGVLQLLPLPLPLPLLLLLLLRPGAGRAAAQGEAEAPTLYLWKTGPWGRCMGDECGPGGIQTRAVWCAHVEGWTTLHTNCKQAERPNNQQNCFKVCDWHKELYDWRLGPWNQCQPVISKSLEKPLECIKGEEGIQVREIACIQKDKDIPAEDIICEYFEPKPLLEQACLIPCQQDCIVSEFSAWSECSKTCGSGLQHRTRHVVAPPQFGGSGCPNLTEFQVCQSSPCEAEELRYSLHVGPWSTCSMPHSRQVRQARRRGKNKEREKDRSKGVKDPEARELI.... Result: 1 (interaction). (2) The miRNA is hsa-miR-211-3p with sequence GCAGGGACAGCAAAGGGGUGC. The protein sequence of the target gene is MARTLQLSLTALLLLPMAIAMHSDCIFKKEQAMCLERIQRANDLMGLNESSPGCPGMWDNITCWKPAQIGEMVLVSCPEVFRIFNPDQVWMTETIGDSGFADSNSLEITDMGVVGRNCTEDGWSEPFPHYFDACGFDDYEPESGDQDYYYLSVKALYTVGYSTSLVTLTTAMVILCRFRKLHCTRNFIHMNLFVSFMLRAISVFIKDWILYAEQDSSHCFVSTVECKAVMVFFHYCVVSNYFWLFIEGLYLFTLLVETFFPERRYFYWYTIIGWGTPTVCVTVWAVLRLYFDDAGCWDMN.... Result: 0 (no interaction). (3) The miRNA is hsa-miR-4722-3p with sequence ACCUGCCAGCACCUCCCUGCAG. The protein sequence of the target gene is MSVSVHENRKSRASSGSINIYLFHKSSYADSVLTHLNLLRQQRLFTDVLLHAGNRTFPCHRAVLAACSRYFEAMFSGGLKESQDSEVNFDNSIHPEVLELLLDYAYSSRVIINEENAESLLEAGDMLEFQDIRDACAEFLEKNLHPTNCLGMLLLSDAHQCTKLYELSWRMCLSNFQTIRKNEDFLQLPQDMVVQLLSSEELETEDERLVYESAMNWISYDLKKRYCYLPELLQTVRLALLPAIYLMENVAMEELITKQRKSKEIVEEAIRCKLKILQNDGVVTSLCARPRKTGHALFLL.... Result: 0 (no interaction). (4) The protein sequence of the target gene is MDRVTRYPILGIPQAHRGTGLVLDGDTSYTYHLVCMGPEASGWGQDEPQTWPTDHRAQQGVQRQGVSYSVHAYTGQPSPRGLHSENREDEGWQVYRLGARDAHQGRPTWALRPEDGEDKEMKTYRLDAGDADPRRLCDLERERWAVIQGQAVRKSSTVATLQGTPDHGDPRTPGPPRSTPLEENVVDREQIDFLAARQQFLSLEQANKGAPHSSPARGTPAGTTPGASQAPKAFNKPHLANGHVVPIKPQVKGVVREENKVRAVPTWASVQVVDDPGSLASVESPGTPKETPIEREIRLA.... The miRNA is hsa-miR-1273c with sequence GGCGACAAAACGAGACCCUGUC. Result: 0 (no interaction). (5) The protein sequence of the target gene is MEVNCLTLKDLISPRQPRLDFAVEDGENAQKENIFVDRSRMAPKTPIKNEPIDLSKQKKFTPERNPITPVKFVDRQQAEPWTPTANLKMLISAASPDIRDREKKKGLFRPIENKDDAFTDSLQLDVVGDSAVDEFEKQRPSRKQKSLGLLCQKFLARYPSYPLSTEKTTISLDEVAVSLGVERRRIYDIVNVLESLHLVSRVAKNQYGWHGRHSLPKTLRNLQRLGEEQKYEEQMAYLQQKELDLIDYKFGERKKDGDPDSQEQQLLDFSEPDCPSSSANSRKDKSLRIMSQKFVMLFLV.... The miRNA is hsa-miR-6838-5p with sequence AAGCAGCAGUGGCAAGACUCCU. Result: 1 (interaction). (6) The miRNA is hsa-miR-1324 with sequence CCAGACAGAAUUCUAUGCACUUUC. The protein sequence of the target gene is MALTPGWGSSAGPVRPELWLLLWAAAWRLGASACPALCTCTGTTVDCHGTGLQAIPKNIPRNTERLELNGNNITRIHKNDFAGLKQLRVLQLMENQIGAVERGAFDDMKELERLRLNRNQLHMLPELLFQNNQALSRLDLSENAIQAIPRKAFRGATDLKNLQLDKNQISCIEEGAFRALRGLEVLTLNNNNITTIPVSSFNHMPKLRTFRLHSNHLFCDCHLAWLSQWLRQRPTIGLFTQCSGPASLRGLNVAEVQKSEFSCSGQGEAGRVPTCTLSSGSCPAMCTCSNGIVDCRGKGL.... Result: 1 (interaction). (7) The miRNA is hsa-miR-3186-3p with sequence UCACGCGGAGAGAUGGCUUUG. The protein sequence of the target gene is MVAEVDSMPAASSVKKPFVLRSKMGKWCRHCFPCCRGSGKSNVGTSGDQDDSTMKTLRSKMGKWCCHCFPCCRGSGKSNVGAWGDYDDSAFVEPRYHVRREDLDKLHRAAWWGKVARKDLIVMLRDTDVNKQDKQKRTALHLASANGNSGVVKLLLDRRCQLNVLDNKKRTALTKAVQCQEDECALMLLEHGTDPNIPDEYGNTTLHYAIYNEDKLMAKALLLYGADIESKNKHGLTPLLLGVHEQKQQVVKFLIKKKANLNALDRYGRTALILAVCCGSASIVSLLLEQNIDVSSQDLS.... Result: 0 (no interaction).